This data is from Catalyst prediction with 721,799 reactions and 888 catalyst types from USPTO. The task is: Predict which catalyst facilitates the given reaction. The catalyst class is: 12. Reactant: C(OC([N:8]1[CH2:14][CH2:13][C:12]2([C:15]([OH:17])=[O:16])[CH:10]([CH2:11]2)[CH2:9]1)=O)(C)(C)C.[ClH:18].[CH3:19]O. Product: [ClH:18].[CH:10]12[CH2:11][C:12]1([C:15]([O:17][CH3:19])=[O:16])[CH2:13][CH2:14][NH:8][CH2:9]2.